Dataset: Forward reaction prediction with 1.9M reactions from USPTO patents (1976-2016). Task: Predict the product of the given reaction. (1) Given the reactants C([O:3][C:4](=[O:32])[CH:5]([O:29][CH2:30][CH3:31])[CH2:6][C:7]1[CH:12]=[CH:11][C:10]([O:13][CH2:14][C:15]2[N:16]=[C:17]([C:21]3[CH:26]=[CH:25][C:24]([F:27])=[CH:23][CH:22]=3)[O:18][C:19]=2[CH3:20])=[CH:9][C:8]=1[CH3:28])C.[Li+].[OH-], predict the reaction product. The product is: [CH2:30]([O:29][CH:5]([CH2:6][C:7]1[CH:12]=[CH:11][C:10]([O:13][CH2:14][C:15]2[N:16]=[C:17]([C:21]3[CH:26]=[CH:25][C:24]([F:27])=[CH:23][CH:22]=3)[O:18][C:19]=2[CH3:20])=[CH:9][C:8]=1[CH3:28])[C:4]([OH:32])=[O:3])[CH3:31]. (2) Given the reactants [CH2:1]([O:8][C:9]1[CH:10]=[C:11]([CH2:16][C:17]([O:19][CH3:20])=[O:18])[CH:12]=[C:13]([OH:15])[CH:14]=1)[C:2]1[CH:7]=[CH:6][CH:5]=[CH:4][CH:3]=1.C(=O)([O-])[O-].[K+].[K+].[F:27][C:28]([F:32])([F:31])[CH2:29]I.O, predict the reaction product. The product is: [CH3:20][O:19][C:17](=[O:18])[CH2:16][C:11]1[CH:12]=[C:13]([O:15][CH2:29][C:28]([F:32])([F:31])[F:27])[CH:14]=[C:9]([O:8][CH2:1][C:2]2[CH:3]=[CH:4][CH:5]=[CH:6][CH:7]=2)[CH:10]=1. (3) The product is: [CH2:1]([O:4][C:5]([NH:7][C:8]1[CH:16]=[C:15]2[C:11]([CH:12]=[C:13]([C:17]([OH:19])=[O:18])[NH:14]2)=[CH:10][CH:9]=1)=[O:6])[CH:2]=[CH2:3]. Given the reactants [CH2:1]([O:4][C:5]([NH:7][C:8]1[CH:16]=[C:15]2[C:11]([CH:12]=[C:13]([C:17]([O:19]CC)=[O:18])[NH:14]2)=[CH:10][CH:9]=1)=[O:6])[CH:2]=[CH2:3].[OH-].[Li+], predict the reaction product. (4) Given the reactants [CH3:1][N:2]1[CH2:7][CH:6]([OH:8])[C:5]2[CH:9]=[CH:10][O:11][C:4]=2[CH2:3]1.[Cl:12][C:13]1[CH:18]=[C:17](F)[CH:16]=[CH:15][C:14]=1[CH3:20], predict the reaction product. The product is: [ClH:12].[Cl:12][C:13]1[CH:18]=[C:17]([O:8][CH:6]2[CH2:7][N:2]([CH3:1])[CH2:3][C:4]3[O:11][CH:10]=[CH:9][C:5]2=3)[CH:16]=[CH:15][C:14]=1[CH3:20]. (5) Given the reactants [CH3:1][S:2](Cl)(=[O:4])=[O:3].C(N(CC)CC)C.[N:13]1([C:17]([C:19]2[N:24]=[CH:23][C:22]([O:25][C:26]3[CH:27]=[C:28]([CH:39]=[C:40]([C:42](=[O:51])[NH:43][C:44]4[CH:49]=[N:48][C:47]([CH3:50])=[CH:46][N:45]=4)[CH:41]=3)[O:29][CH:30]([CH2:36][CH2:37][OH:38])[C:31]([O:33][CH2:34][CH3:35])=[O:32])=[CH:21][CH:20]=2)=[O:18])[CH2:16][CH2:15][CH2:14]1, predict the reaction product. The product is: [N:13]1([C:17]([C:19]2[N:24]=[CH:23][C:22]([O:25][C:26]3[CH:27]=[C:28]([CH:39]=[C:40]([C:42](=[O:51])[NH:43][C:44]4[CH:49]=[N:48][C:47]([CH3:50])=[CH:46][N:45]=4)[CH:41]=3)[O:29][CH:30]([CH2:36][CH2:37][O:38][S:2]([CH3:1])(=[O:4])=[O:3])[C:31]([O:33][CH2:34][CH3:35])=[O:32])=[CH:21][CH:20]=2)=[O:18])[CH2:14][CH2:15][CH2:16]1. (6) Given the reactants [Cl:1][C:2]1[C:9]([CH:10]2[CH2:12][O:11]2)=[CH:8][CH:7]=[C:6]([F:13])[C:3]=1[C:4]#[N:5].[OH:14][CH2:15][C@@H:16]1[NH:21][CH2:20][CH2:19][N:18]([C:22]([O:24][C:25]([CH3:28])([CH3:27])[CH3:26])=[O:23])[CH2:17]1, predict the reaction product. The product is: [Cl:1][C:2]1[C:3]([C:4]#[N:5])=[C:6]([F:13])[CH:7]=[CH:8][C:9]=1[CH:10]([OH:11])[CH2:12][N:21]1[CH2:20][CH2:19][N:18]([C:22]([O:24][C:25]([CH3:26])([CH3:27])[CH3:28])=[O:23])[CH2:17][C@@H:16]1[CH2:15][OH:14]. (7) Given the reactants [NH2:1][CH2:2][C:3]1[C:4](=[N:9][NH:10][C:11]2[CH:16]=[CH:15][CH:14]=[C:13]([F:17])[CH:12]=2)[C:5]([NH2:8])=[N:6][N:7]=1.C(N(CC)CC)C.[C:25]1(=[O:31])[O:30][C:28](=[O:29])[CH:27]=[CH:26]1.Cl, predict the reaction product. The product is: [NH2:8][C:5]1[C:4](=[N:9][NH:10][C:11]2[CH:16]=[CH:15][CH:14]=[C:13]([F:17])[CH:12]=2)[C:3]([CH2:2][NH:1][C:25]([CH:26]=[CH:27][C:28]([OH:30])=[O:29])=[O:31])=[N:7][N:6]=1.